The task is: Predict the product of the given reaction.. This data is from Forward reaction prediction with 1.9M reactions from USPTO patents (1976-2016). (1) Given the reactants [Cl:1][C:2]1[C:3]2[N:4]([C:8]([C@H:11]3[CH2:16][CH2:15][C@H:14](C(OC)=O)[CH2:13][CH2:12]3)=[N:9][CH:10]=2)[CH:5]=[CH:6][N:7]=1.[CH3:21][Mg]Br.CC[O:26][CH2:27][CH3:28], predict the reaction product. The product is: [Cl:1][C:2]1[C:3]2[N:4]([C:8]([C@H:11]3[CH2:16][CH2:15][C@H:14]([C:27]([OH:26])([CH3:28])[CH3:21])[CH2:13][CH2:12]3)=[N:9][CH:10]=2)[CH:5]=[CH:6][N:7]=1. (2) Given the reactants [N:1]1([C:6]2[CH:11]=[CH:10][C:9](/[CH:12]=[CH:13]/[C:14]([C:16]3[CH:21]=[C:20]([Cl:22])[CH:19]=[C:18]([Cl:23])[CH:17]=3)=[O:15])=[CH:8][CH:7]=2)[CH:5]=[N:4][CH:3]=[N:2]1.[F:24][C:25]([Si](C)(C)C)([F:27])[F:26].[F-].C([N+](CCCC)(CCCC)CCCC)CCC.Cl, predict the reaction product. The product is: [N:1]1([C:6]2[CH:11]=[CH:10][C:9](/[CH:12]=[CH:13]/[C:14]([C:16]3[CH:17]=[C:18]([Cl:23])[CH:19]=[C:20]([Cl:22])[CH:21]=3)([OH:15])[C:25]([F:27])([F:26])[F:24])=[CH:8][CH:7]=2)[CH:5]=[N:4][CH:3]=[N:2]1. (3) Given the reactants [F:1][C:2]1[CH:7]=[CH:6][C:5]([F:8])=[CH:4][C:3]=1[C@H:9]1[CH2:13][CH2:12][CH2:11][N:10]1[C:14]1[CH:19]=[CH:18][N:17]2[N:20]=[CH:21][C:22]([C:23](O)=[O:24])=[C:16]2[N:15]=1.FC1C=CC(F)=CC=1[C@H]1CCCN1.[F-].[K+], predict the reaction product. The product is: [F:1][C:2]1[CH:7]=[CH:6][C:5]([F:8])=[CH:4][C:3]=1[C@H:9]1[CH2:13][CH2:12][CH2:11][N:10]1[C:14]1[CH:19]=[CH:18][N:17]2[N:20]=[CH:21][C:22]([CH:23]=[O:24])=[C:16]2[N:15]=1. (4) Given the reactants [O:1]1[CH:5]=[CH:4][CH:3]=[C:2]1[C:6]1[N:7]=[C:8]([NH:20]C(=O)OC(C)(C)C)[S:9][C:10]=1[C:11]([C:13]1([CH3:19])[CH2:18][CH2:17][O:16][CH2:15][CH2:14]1)=[O:12], predict the reaction product. The product is: [CH3:19][C:13]1([C:11]([C:10]2[S:9][C:8]([NH2:20])=[N:7][C:6]=2[C:2]2[O:1][CH:5]=[CH:4][CH:3]=2)=[O:12])[CH2:18][CH2:17][O:16][CH2:15][CH2:14]1.